Dataset: Peptide-MHC class II binding affinity with 134,281 pairs from IEDB. Task: Regression. Given a peptide amino acid sequence and an MHC pseudo amino acid sequence, predict their binding affinity value. This is MHC class II binding data. (1) The peptide sequence is RTKGTMRASALILIE. The MHC is DRB1_0301 with pseudo-sequence DRB1_0301. The binding affinity (normalized) is 0.642. (2) The peptide sequence is SQDLELSWNLNGQQAY. The MHC is DRB1_1302 with pseudo-sequence DRB1_1302. The binding affinity (normalized) is 0.500. (3) The peptide sequence is RRVFHGVAKNPVVDG. The MHC is DRB3_0101 with pseudo-sequence DRB3_0101. The binding affinity (normalized) is 0.250. (4) The peptide sequence is SQEYSGSVANEKNVY. The MHC is H-2-IAb with pseudo-sequence H-2-IAb. The binding affinity (normalized) is 0.571. (5) The peptide sequence is FLRSVFANSLVYGAS. The MHC is DRB4_0101 with pseudo-sequence DRB4_0103. The binding affinity (normalized) is 0.381. (6) The peptide sequence is AIALDFKPGTSGSPI. The MHC is DRB1_0404 with pseudo-sequence DRB1_0404. The binding affinity (normalized) is 0.104. (7) The peptide sequence is YDKFLANRSTVLTGK. The MHC is DRB1_1101 with pseudo-sequence DRB1_1101. The binding affinity (normalized) is 0.653.